From a dataset of Experimentally validated miRNA-target interactions with 360,000+ pairs, plus equal number of negative samples. Binary Classification. Given a miRNA mature sequence and a target amino acid sequence, predict their likelihood of interaction. (1) The protein sequence of the target gene is MSEPGKGDDCLELESSMAESRLRAPDLGVSRCLGKCQKNSPGARKHPFSGKSFYLDLPAGKNLQFLTGAIQQLGGVIEGFLSKEVSYIVSSRREVKAESSGKSHRGCPSPSPSEVRVETSAMVDPKGSHPRPSRKPVDSVPLSRGKELLQKAIRNQGSISGGGSGGSSSLLTNARSWGVRILHVDEMMMHVQQLSLASLCVKKQQPKKPEGTCPAAESRTRKVARLKAPFLKIEDESRKFRPFHHQFKSFPEISFLGPKDASPFEAPTTLGSMHHTRESKDGEPSPRSAAHTMPRRKKGY.... Result: 0 (no interaction). The miRNA is hsa-miR-3615 with sequence UCUCUCGGCUCCUCGCGGCUC. (2) The miRNA is hsa-miR-7706 with sequence UGAAGCGCCUGUGCUCUGCCGAGA. The protein sequence of the target gene is MFAKLKKKIAEETAVAQRPGGATRIPRSVSKESVASMGADSGDDFASDGSSSREDLSSQLLRRNEQIRKLEARLSDYAEQVRNLQKIKEKLEIALEKHQDSSMRKFQEQNETFQANRAKMAEGLALALARKDQEWSEKMDQLEKEKNILTAQLQEMKNQSMNLFQRRDEMDELEGFQQQELSKIKHMLLKKEESLGKMEQELEARTRELSRTQEELMNSNQMSSDLSQKLEELQRHYSTLEEQRDHVIASKTGAESKITALEQKEQELQALIQQLSIDLQKVTAETQEKEDVITHLQEKV.... Result: 0 (no interaction). (3) The miRNA is mmu-miR-363-3p with sequence AAUUGCACGGUAUCCAUCUGUA. The protein sequence of the target gene is MVLSEVWTALSGLSGVCLACSLLSAAVVLRWTRSQTARGAVTRARQKQRAGLETMDKAVQRFRLQNPDLDSEALLALPLLQLVQKLQSGELSPEAVLFTYLGKAWEVNKGTNCVTSYLTDCETQLSQAPRQGLLYGVPVSLKECFSYKGHASTLGLSLNEGVTSESDCVVVQVLKLQGAVPFVHTNVPQSMLSYDCSNPLFGQTMNPWKPSKSPGGSSGGEGALIGSGGSPLGLGTDIGGSIRFPSAFCGICGLKPTGNRLSKSGLKSCVYGQTAVQLSVGPMARDVDSLALCMKALLCE.... Result: 0 (no interaction). (4) The miRNA is hsa-miR-466 with sequence AUACACAUACACGCAACACACAU. The protein sequence of the target gene is MAWNTNLRWRLPLTCLLLQVIMVILFGVFVRYDFEADAHWWSERTHKNLSDMENEFYYRYPSFQDVHVMVFVGFGFLMTFLQRYGFSAVGFNFLLAAFGIQWALLMQGWFHFLQDRYIVVGVENLINADFCVASVCVAFGAVLGKVSPIQLLIMTFFQVTLFAVNEFILLNLLKVKDAGGSMTIHTFGAYFGLTVTRILYRRNLEQSKERQNSVYQSDLFAMIGTLFLWMYWPSFNSAISYHGDSQHRAAINTYCSLAACVLTSVAISSALHKKGKLDMVHIQNATLAGGVAVGTAAEMM.... Result: 1 (interaction). (5) The miRNA is hsa-miR-942-5p with sequence UCUUCUCUGUUUUGGCCAUGUG. The protein sequence of the target gene is MADFAGPSSAGRKAGAPRCSRKAAGTKQTSTLKQEDASKRKAELEAAVRKKIEFERKALHIVEQLLEENITEEFLMECGRFITPAHYSDVVDERSIVKLCGYPLCQKKLGIVPKQKYKISTKTNKVYDITERKSFCSNFCYQASKFFEAQIPKTPVWVREEERHPDFQLLKEEQSGHSGEEVQLCSKAIKTSDIDNPSHFEKQYESSSSSTHSDSSSDNEQDFVSSILPGNRPNSTNIRPQLHQKSIMKKKAGHKANSKHKDKEQTVVDVTEQLGDCKLDSQEKDATCELPLQKVNTQSS.... Result: 1 (interaction). (6) The miRNA is mmu-miR-466f-3p with sequence CAUACACACACACAUACACAC. The protein sequence of the target gene is MRLSKIQPHQSGTLLLLLLSNLLMWENVASVPRCIMEDGGCQKVLNYIFNMTSTISENFNNLSSETLNDFDTEYDPHQKFQNRPTMTCHTSSRSVPNNKRKAERMRPVVLLNVTIRMLAAWKNLLHHVENNMADLDGTPYVIISKVKLIDRQIKKLTKNLQNIKTILSQVNPDLKKNEDYPAWSGEPYVQQSKRRVQLFGLHSLFFCLNNDAQKVSDFISILRDQIVPNQ. Result: 1 (interaction). (7) The miRNA is mmu-miR-344d-3p with sequence GAUAUAACCACUGCCAGACUGA. The protein sequence of the target gene is MNSDQDVALKLAQERAEIVAKYDRGREGAEIEPWEDADYLVYKVTDRFGFLHEEELPYHNAAADRQKQLEIERTSKWLKMLKKWERYKNTEKFHRRIYKGIPLQLRGEVWALLLEIPKMKEETRDLYSKLKHRARGCSPDIRQIDLDVNRTFRDHIMFRDRYGVKQQSLFHVLAAYSIYNTEVGYCQGMSQITALLLMYMNEEDAFWALVKLFSGPKHAMHGFFVQGFPKLLRFQEHHEKILNKFLSKLKQHLDSQEIYTSFYTMKWFFQCFLDRTPFRLNLRIWDIYIFEGERVLTAMS.... Result: 1 (interaction). (8) The miRNA is mmu-miR-202-5p with sequence UUCCUAUGCAUAUACUUCUUU. Result: 0 (no interaction). The protein sequence of the target gene is MAEEQDFAQLCRLPTQPSHSHCVNNTYRSTQHSQALLRGLLALRDSGILFDVVLVVEGKHIEAHRILLAASCDYFRGMFAGGLKEMEQEEVLIHGVSYNAMCQILHFIYTSELELSLSNVQETLVAACQLQIPEIIHFCCDFLMSWVDEENILDVYRLADLFDLNHLTQQLDTYILKNFVAFSRTDKYRQLPLEKVYSLLSSNRLEVSCETEVYEGALLYHYSLEQVQADQISLNEPPKLLETVRFPLMEAEVLQRLHDKLGPSPLRDTVASALMYHRNEILQPSLQGPQTELRSDFQCV.... (9) Result: 1 (interaction). The miRNA is mmu-miR-24-3p with sequence UGGCUCAGUUCAGCAGGAACAG. The protein sequence of the target gene is MEVHDFETDEFNDFNEDDYATREFLNPDERMTYLNHADYNLNSPLISDDIDNLIRKFNSLPIPSMWDSKNWDGVLEMLTSCQANPISTSQMHKWMGSWLMSDNHDASQGYSFLHEVDKEAEITFDVVETFIRGWGNKPIEYIKKERWTDSFKILAYLCQKFLDLHKLTLILNAVSEVELLNLARTFKGKVRRSSHGTNICRIRVPSLGPTFISEGWAYFKKLDILMDPNFLLMVKDVIIGRMQTVLSMVCRIDNLFSEQDIFSLLNIYRIGDKIVERQGNFSYDLIKMVEPICNLKLMKL....